This data is from Full USPTO retrosynthesis dataset with 1.9M reactions from patents (1976-2016). The task is: Predict the reactants needed to synthesize the given product. (1) Given the product [ClH:1].[ClH:1].[OH:62][CH:59]1[CH2:60][CH2:61][N:56]([CH2:55][CH2:54][N:14]2[CH2:15][CH2:16][CH:17]([NH:20][C:21]([C:23]3[NH:24][C:25]4[C:30]([CH:31]=3)=[C:29]([O:32][CH2:33][C:34]3[C:38]5[CH:39]=[CH:40][C:41]([F:43])=[CH:42][C:37]=5[O:36][CH:35]=3)[CH:28]=[CH:27][CH:26]=4)=[O:22])[CH2:18][CH2:19]2)[CH2:57][CH2:58]1, predict the reactants needed to synthesize it. The reactants are: [ClH:1].Cl.[C@H]1(C[N:14]2[CH2:19][CH2:18][CH:17]([NH:20][C:21]([C:23]3[NH:24][C:25]4[C:30]([CH:31]=3)=[C:29]([O:32][CH2:33][C:34]3[C:38]5[CH:39]=[CH:40][C:41]([F:43])=[CH:42][C:37]=5[O:36][CH:35]=3)[CH:28]=[CH:27][CH:26]=4)=[O:22])[CH2:16][CH2:15]2)[C@@H]2N(CCCC2)CCC1.Cl.Cl.Cl.NC1CCN([CH2:54][CH2:55][N:56]2[CH2:61][CH2:60][CH:59]([OH:62])[CH2:58][CH2:57]2)CC1. (2) Given the product [CH3:12][C:11]1[S:13][CH:2]=[C:3]([CH2:4][C:5]([O:7][CH2:8][CH3:9])=[O:6])[N:14]=1, predict the reactants needed to synthesize it. The reactants are: Cl[CH2:2][C:3](=O)[CH2:4][C:5]([O:7][CH2:8][CH3:9])=[O:6].[C:11]([NH2:14])(=[S:13])[CH3:12].C(=O)(O)[O-].[Na+]. (3) The reactants are: [OH:1][CH:2]([CH3:17])[CH2:3][CH:4]1[CH2:9][CH2:8][N:7](C(OC(C)(C)C)=O)[CH2:6][CH2:5]1.[ClH:18].CCOC(C)=O. Given the product [ClH:18].[OH:1][CH:2]([CH3:17])[CH2:3][CH:4]1[CH2:9][CH2:8][NH:7][CH2:6][CH2:5]1, predict the reactants needed to synthesize it. (4) Given the product [O-:2][P:1]([O:5][P:7]([O-:10])([O-:9])=[O:8])(=[O:4])[O-:3].[Mg+2:6].[Mg+2:6], predict the reactants needed to synthesize it. The reactants are: [P:1]([O-:5])([O-:4])([O-:3])=[O:2].[Mg+2:6].[P:7]([O-])([O-:10])([O-:9])=[O:8].[Mg+2].[Mg+2].P(O)([O-])([O-])=O.[Mg+2]. (5) Given the product [F:1][C:2]1[C:7]([C:8]([Cl:20])=[O:9])=[CH:6][CH:5]=[CH:4][C:3]=1[C:11]1[CH:16]=[CH:15][CH:14]=[CH:13][CH:12]=1, predict the reactants needed to synthesize it. The reactants are: [F:1][C:2]1[C:7]([C:8](O)=[O:9])=[CH:6][CH:5]=[CH:4][C:3]=1[C:11]1[CH:16]=[CH:15][CH:14]=[CH:13][CH:12]=1.C(Cl)(=O)C([Cl:20])=O. (6) Given the product [Cl:17][C:6]1[C:7]2[CH:12]=[CH:11][CH:10]=[CH:9][C:8]=2[N:2]([CH3:1])[C:3](=[O:14])[CH2:4][N:5]=1, predict the reactants needed to synthesize it. The reactants are: [CH3:1][N:2]1[C:8]2[CH:9]=[CH:10][CH:11]=[CH:12][C:7]=2[C:6](=O)[NH:5][CH2:4][C:3]1=[O:14].P(Cl)(Cl)([Cl:17])=O.